From a dataset of CYP2C19 inhibition data for predicting drug metabolism from PubChem BioAssay. Regression/Classification. Given a drug SMILES string, predict its absorption, distribution, metabolism, or excretion properties. Task type varies by dataset: regression for continuous measurements (e.g., permeability, clearance, half-life) or binary classification for categorical outcomes (e.g., BBB penetration, CYP inhibition). Dataset: cyp2c19_veith. The drug is COc1ccc(/C=C/C(=O)NCc2cn(C)nc2C)cc1COc1ccc(Br)cc1. The result is 1 (inhibitor).